This data is from Catalyst prediction with 721,799 reactions and 888 catalyst types from USPTO. The task is: Predict which catalyst facilitates the given reaction. (1) Reactant: [CH3:1][C:2]1[C:9]([F:10])=[C:8]([F:11])[C:5]([C:6]#[N:7])=[C:4]([F:12])[C:3]=1[F:13].[C:14]([OH:17])(=[O:16])[CH3:15].[H][H]. Product: [C:14]([O-:17])(=[O:16])[CH3:15].[CH3:1][C:2]1[C:3]([F:13])=[C:4]([F:12])[C:5]([CH2:6][NH3+:7])=[C:8]([F:11])[C:9]=1[F:10]. The catalyst class is: 386. (2) Reactant: C([O:8][C:9]1[CH:10]=[CH:11][C:12]2[O:16][C:15]([CH:17]([NH:24][C:25]3[CH:30]=[CH:29][C:28]([C:31]([N:33]([CH3:41])[CH2:34][CH2:35][C:36]([O:38][CH2:39][CH3:40])=[O:37])=[O:32])=[CH:27][CH:26]=3)[CH:18]3[CH2:23][CH2:22][CH2:21][CH2:20][CH2:19]3)=[C:14]([CH3:42])[C:13]=2[CH:43]=1)C1C=CC=CC=1. Product: [CH:18]1([CH:17]([NH:24][C:25]2[CH:26]=[CH:27][C:28]([C:31]([N:33]([CH3:41])[CH2:34][CH2:35][C:36]([O:38][CH2:39][CH3:40])=[O:37])=[O:32])=[CH:29][CH:30]=2)[C:15]2[O:16][C:12]3[CH:11]=[CH:10][C:9]([OH:8])=[CH:43][C:13]=3[C:14]=2[CH3:42])[CH2:23][CH2:22][CH2:21][CH2:20][CH2:19]1. The catalyst class is: 810. (3) Reactant: [Cl:1][C:2]1[CH:9]=[CH:8][C:5]([C:6]#[N:7])=[C:4]([C:10]2[C:15]([O:16][CH:17]([F:19])[F:18])=[CH:14][NH:13][C:12](=[O:20])[CH:11]=2)[CH:3]=1.CC(C)([O-])C.CC(C)([O-])C.[Mg+2].CC(C)([O-])C.[K+].Br[CH:39]([CH3:43])[C:40]([OH:42])=[O:41]. Product: [Cl:1][C:2]1[CH:9]=[CH:8][C:5]([C:6]#[N:7])=[C:4]([C:10]2[C:15]([O:16][CH:17]([F:18])[F:19])=[CH:14][N:13]([CH:39]([CH3:43])[C:40]([OH:42])=[O:41])[C:12](=[O:20])[CH:11]=2)[CH:3]=1. The catalyst class is: 7. (4) Reactant: [OH:1][N:2]1[C:6]2[CH:7]=[CH:8][CH:9]=[CH:10][C:5]=2[N:4]=[N:3]1.C(Cl)CCl.[NH2:15][C:16]1[C:35]([C:36](O)=[O:37])=[C:19]2[N:20]=[C:21]3[CH2:27][CH2:26][N:25]([C:28]([O:30][C:31]([CH3:34])([CH3:33])[CH3:32])=[O:29])[CH2:24][C:22]3=[CH:23][N:18]2[N:17]=1.C1COCC1. Product: [NH2:15][C:16]1[C:35]([C:36]([O:1][N:2]2[C:6]3[CH:7]=[CH:8][CH:9]=[CH:10][C:5]=3[N:4]=[N:3]2)=[O:37])=[C:19]2[N:20]=[C:21]3[CH2:27][CH2:26][N:25]([C:28]([O:30][C:31]([CH3:34])([CH3:32])[CH3:33])=[O:29])[CH2:24][C:22]3=[CH:23][N:18]2[N:17]=1. The catalyst class is: 91. (5) Reactant: [C:1]([O:5][C:6]([NH:8][C@@H:9]([CH2:16][C:17]1[CH:22]=[CH:21][CH:20]=[CH:19][CH:18]=1)[CH2:10]OS(C)(=O)=O)=[O:7])([CH3:4])([CH3:3])[CH3:2].[C-:23]#[N:24].[Na+].O. Product: [C:1]([O:5][C:6](=[O:7])[NH:8][C@@H:9]([CH2:16][C:17]1[CH:22]=[CH:21][CH:20]=[CH:19][CH:18]=1)[CH2:10][C:23]#[N:24])([CH3:4])([CH3:3])[CH3:2]. The catalyst class is: 3. (6) The catalyst class is: 30. Reactant: Cl[CH2:2][C:3](Cl)=[O:4].Cl.[Br:7][C:8]1[CH:13]=[CH:12][C:11]([NH:14][C@@H:15]2[CH2:19][NH:18][C@H:17]([CH2:20][OH:21])[CH2:16]2)=[C:10]([N+:22]([O-:24])=[O:23])[CH:9]=1.[OH-].[Na+]. Product: [Br:7][C:8]1[CH:13]=[CH:12][C:11]([NH:14][C@@H:15]2[CH2:19][N:18]3[C@H:17]([CH2:20][O:21][CH2:2][C:3]3=[O:4])[CH2:16]2)=[C:10]([N+:22]([O-:24])=[O:23])[CH:9]=1. (7) Reactant: C([N:8]1[CH2:13][CH2:12][CH:11]([N:14]([CH3:21])[CH2:15][C:16]([O:18][CH2:19][CH3:20])=[O:17])[CH2:10][CH2:9]1)C1C=CC=CC=1. Product: [CH3:21][N:14]([CH:11]1[CH2:12][CH2:13][NH:8][CH2:9][CH2:10]1)[CH2:15][C:16]([O:18][CH2:19][CH3:20])=[O:17]. The catalyst class is: 19. (8) Reactant: [Cl:1][C:2]1[CH:3]=[C:4]([C:12]2[N:17]=[CH:16][C:15]([C:18]3[CH:23]=[CH:22][CH:21]=[C:20](/[CH:24]=[CH:25]/[O:26]C)[C:19]=3[CH2:28][CH3:29])=[CH:14][N:13]=2)[CH:5]=[CH:6][C:7]=1[O:8][CH:9]([CH3:11])[CH3:10].Cl. Product: [Cl:1][C:2]1[CH:3]=[C:4]([C:12]2[N:13]=[CH:14][C:15]([C:18]3[C:19]([CH2:28][CH3:29])=[C:20]([CH2:24][CH:25]=[O:26])[CH:21]=[CH:22][CH:23]=3)=[CH:16][N:17]=2)[CH:5]=[CH:6][C:7]=1[O:8][CH:9]([CH3:11])[CH3:10]. The catalyst class is: 7. (9) Reactant: C(N(CC)CC)C.[NH:8]1[C:12]2[CH:13]=[CH:14][CH:15]=[CH:16][C:11]=2[N:10]=[C:9]1[C:17]([OH:19])=O.Cl.[CH3:21][O:22][C:23](=[O:26])[CH2:24][NH2:25].CN(C(ON1N=NC2C=CC=NC1=2)=[N+](C)C)C.F[P-](F)(F)(F)(F)F. Product: [CH3:21][O:22][C:23](=[O:26])[CH2:24][NH:25][C:17]([C:9]1[NH:8][C:12]2[CH:13]=[CH:14][CH:15]=[CH:16][C:11]=2[N:10]=1)=[O:19]. The catalyst class is: 136. (10) Reactant: [CH2:1]([CH:4]1[CH2:9][CH2:8][CH:7]([CH:10]2[CH2:22][C:12]3([CH2:15][C:14](=C4SCCCS4)[CH2:13]3)[CH2:11]2)[CH2:6][CH2:5]1)[CH2:2][CH3:3].[F:23][C:24]([F:30])(F)S(O)(=O)=O.C(N(CC)CC)C.[F:38][C:39]1[CH:44]=[CH:43][C:42]([OH:45])=[C:41](F)[C:40]=1[F:47].[FH:48].F.F.C(N(CC)CC)C.[OH-].[Na+].S([O-])(O)=O. Product: [F:23][C:24]([F:30])([O:45][C:42]1[CH:43]=[C:44]([F:48])[C:39]([F:38])=[C:40]([F:47])[CH:41]=1)[CH:14]1[CH2:15][C:12]2([CH2:11][CH:10]([CH:7]3[CH2:8][CH2:9][CH:4]([CH2:1][CH2:2][CH3:3])[CH2:5][CH2:6]3)[CH2:22]2)[CH2:13]1. The catalyst class is: 4.